Dataset: NCI-60 drug combinations with 297,098 pairs across 59 cell lines. Task: Regression. Given two drug SMILES strings and cell line genomic features, predict the synergy score measuring deviation from expected non-interaction effect. (1) Drug 1: CC1C(C(CC(O1)OC2CC(CC3=C2C(=C4C(=C3O)C(=O)C5=C(C4=O)C(=CC=C5)OC)O)(C(=O)CO)O)N)O.Cl. Drug 2: CCC1(C2=C(COC1=O)C(=O)N3CC4=CC5=C(C=CC(=C5CN(C)C)O)N=C4C3=C2)O.Cl. Cell line: HS 578T. Synergy scores: CSS=15.9, Synergy_ZIP=-3.21, Synergy_Bliss=-4.53, Synergy_Loewe=-12.0, Synergy_HSA=-2.08. (2) Drug 1: C1=CN(C=N1)CC(O)(P(=O)(O)O)P(=O)(O)O. Drug 2: C1CN(CCN1C(=O)CCBr)C(=O)CCBr. Cell line: UACC62. Synergy scores: CSS=17.5, Synergy_ZIP=-7.87, Synergy_Bliss=2.07, Synergy_Loewe=-0.213, Synergy_HSA=1.09. (3) Drug 1: C1CN(P(=O)(OC1)NCCCl)CCCl. Drug 2: CC12CCC3C(C1CCC2OP(=O)(O)O)CCC4=C3C=CC(=C4)OC(=O)N(CCCl)CCCl.[Na+]. Cell line: RXF 393. Synergy scores: CSS=24.2, Synergy_ZIP=-1.14, Synergy_Bliss=3.34, Synergy_Loewe=-7.46, Synergy_HSA=-0.0900. (4) Drug 1: CC12CCC(CC1=CCC3C2CCC4(C3CC=C4C5=CN=CC=C5)C)O. Drug 2: CCN(CC)CCNC(=O)C1=C(NC(=C1C)C=C2C3=C(C=CC(=C3)F)NC2=O)C. Cell line: NCI-H522. Synergy scores: CSS=2.04, Synergy_ZIP=0.128, Synergy_Bliss=0.681, Synergy_Loewe=-2.38, Synergy_HSA=-2.09.